Dataset: NCI-60 drug combinations with 297,098 pairs across 59 cell lines. Task: Regression. Given two drug SMILES strings and cell line genomic features, predict the synergy score measuring deviation from expected non-interaction effect. (1) Drug 1: C1=C(C(=O)NC(=O)N1)F. Drug 2: C(CCl)NC(=O)N(CCCl)N=O. Cell line: NCI/ADR-RES. Synergy scores: CSS=28.6, Synergy_ZIP=-5.00, Synergy_Bliss=-5.79, Synergy_Loewe=-10.5, Synergy_HSA=-7.39. (2) Drug 1: CC12CCC(CC1=CCC3C2CCC4(C3CC=C4C5=CN=CC=C5)C)O. Synergy scores: CSS=71.0, Synergy_ZIP=8.19, Synergy_Bliss=11.3, Synergy_Loewe=10.6, Synergy_HSA=10.4. Drug 2: CC12CCC3C(C1CCC2=O)CC(=C)C4=CC(=O)C=CC34C. Cell line: MOLT-4.